This data is from Reaction yield outcomes from USPTO patents with 853,638 reactions. The task is: Predict the reaction yield, written as a fraction of the theoretical maximum amount of product (1.0 means a 100% yield; for example, 0.34 means a 34% yield). (1) The product is [Cl:1][C:2]1[CH:7]=[CH:6][CH:5]=[C:4]([F:8])[C:3]=1[C:9]1[NH:30][C:12]2[C:11]([CH:10]=1)=[CH:16][C:15]([C:17]1[N:21]([CH2:22][CH3:23])[N:20]=[C:19]([C:24]3[CH:29]=[N:28][CH:27]=[CH:26][N:25]=3)[N:18]=1)=[CH:14][CH:13]=2. The yield is 0.370. The reactants are [Cl:1][C:2]1[CH:7]=[CH:6][CH:5]=[C:4]([F:8])[C:3]=1[C:9](=O)[CH2:10][C:11]1[CH:16]=[C:15]([C:17]2[N:21]([CH2:22][CH3:23])[N:20]=[C:19]([C:24]3[CH:29]=[N:28][CH:27]=[CH:26][N:25]=3)[N:18]=2)[CH:14]=[CH:13][C:12]=1[N+:30]([O-])=O. The catalyst is C(O)(=O)C.[Fe]. (2) The reactants are [CH2:1]([O:8][C:9]([N:11]1[CH:16]2[CH2:17][NH:18][CH2:19][CH:12]1[CH2:13][O:14][CH2:15]2)=[O:10])[C:2]1[CH:7]=[CH:6][CH:5]=[CH:4][CH:3]=1.CCN(C(C)C)C(C)C.[CH3:29][S:30](Cl)(=[O:32])=[O:31]. The catalyst is C(Cl)Cl. The product is [CH2:1]([O:8][C:9]([N:11]1[CH:16]2[CH2:17][N:18]([S:30]([CH3:29])(=[O:32])=[O:31])[CH2:19][CH:12]1[CH2:13][O:14][CH2:15]2)=[O:10])[C:2]1[CH:3]=[CH:4][CH:5]=[CH:6][CH:7]=1. The yield is 0.950. (3) The reactants are [CH2:1]1[C:9]2[C:4](=[CH:5][CH:6]=[CH:7][CH:8]=2)[CH2:3][NH:2]1.[CH2:10]([O:12][C:13]([CH:15]([C:19]1[CH:20]=[C:21]2[C:25](=[CH:26][CH:27]=1)[N:24]([C:28]([O:30][C:31]([CH3:34])([CH3:33])[CH3:32])=[O:29])[C:23](=[O:35])[C:22]2=[O:36])[CH2:16][CH2:17][CH3:18])=[O:14])[CH3:11]. The catalyst is O1CCCC1. The product is [C:31]([O:30][C:28]([NH:24][C:25]1[CH:26]=[CH:27][C:19]([CH:15]([CH2:16][CH2:17][CH3:18])[C:13]([O:12][CH2:10][CH3:11])=[O:14])=[CH:20][C:21]=1[C:22](=[O:36])[C:23]([N:2]1[CH2:3][C:4]2[C:9](=[CH:8][CH:7]=[CH:6][CH:5]=2)[CH2:1]1)=[O:35])=[O:29])([CH3:34])([CH3:33])[CH3:32]. The yield is 0.300. (4) The product is [Cl:1][C:2]1[CH:7]=[C:6](/[CH:8]=[CH:9]/[CH:10]([C:15]2[CH:16]=[C:17]([Cl:22])[CH:18]=[C:19]([Cl:21])[CH:20]=2)[C:11]([F:13])([F:14])[F:12])[CH:5]=[CH:4][C:3]=1[CH2:23][NH:24][C:28]([NH:27][CH2:25][CH3:26])=[O:29]. The reactants are [Cl:1][C:2]1[CH:7]=[C:6](/[CH:8]=[CH:9]/[CH:10]([C:15]2[CH:20]=[C:19]([Cl:21])[CH:18]=[C:17]([Cl:22])[CH:16]=2)[C:11]([F:14])([F:13])[F:12])[CH:5]=[CH:4][C:3]=1[CH2:23][NH2:24].[CH2:25]([N:27]=[C:28]=[O:29])[CH3:26]. The yield is 0.600. The catalyst is C(Cl)Cl. (5) The reactants are FC(F)(F)S(O[C:7]1[CH:12]=[CH:11][C:10]([N+:13]([O-:15])=[O:14])=[C:9]([F:16])[CH:8]=1)(=O)=O.[CH:19]1(B(O)O)[CH2:21][CH2:20]1.ClCCl.C(=O)([O-])[O-].[Cs+].[Cs+].O. The catalyst is C1(C)C=CC=CC=1.C1C=CC(P(C2C=CC=CC=2)[C-]2C=CC=C2)=CC=1.C1C=CC(P(C2C=CC=CC=2)[C-]2C=CC=C2)=CC=1.Cl[Pd]Cl.[Fe+2]. The product is [CH:19]1([C:7]2[CH:12]=[CH:11][C:10]([N+:13]([O-:15])=[O:14])=[C:9]([F:16])[CH:8]=2)[CH2:21][CH2:20]1. The yield is 0.917. (6) The reactants are [Cl:1][C:2]1[CH:7]=[CH:6][C:5]([S:8]([NH:11][CH:12]([C:14]2[N:18]([CH2:19][CH3:20])[C:17]3[CH:21]=[C:22]([CH2:25][OH:26])[CH:23]=[CH:24][C:16]=3[N:15]=2)[CH3:13])(=[O:10])=[O:9])=[CH:4][CH:3]=1. The catalyst is O=[Mn]=O.CC(C)=O. The product is [Cl:1][C:2]1[CH:7]=[CH:6][C:5]([S:8]([NH:11][CH:12]([C:14]2[N:18]([CH2:19][CH3:20])[C:17]3[CH:21]=[C:22]([CH:25]=[O:26])[CH:23]=[CH:24][C:16]=3[N:15]=2)[CH3:13])(=[O:9])=[O:10])=[CH:4][CH:3]=1. The yield is 1.00. (7) The reactants are [NH2:1][C@:2]12[CH2:45][CH2:44][C@@H:43]([C:46]([CH3:48])=[CH2:47])[C@@H:3]1[C@@H:4]1[C@@:17]([CH3:20])([CH2:18][CH2:19]2)[C@@:16]2([CH3:21])[C@@H:7]([C@:8]3([CH3:42])[C@@H:13]([CH2:14][CH2:15]2)[C:12]([CH3:23])([CH3:22])[C:11]([C:24]2[CH2:29][CH2:28][C@@:27]([CH2:40][F:41])([C:30]([O:32]CC4C=CC=CC=4)=[O:31])[CH2:26][CH:25]=2)=[CH:10][CH2:9]3)[CH2:6][CH2:5]1.Cl[CH2:50][CH2:51][N:52]1[CH2:57][CH:56]([CH3:58])[S:55](=[O:60])(=[O:59])[CH:54]([CH3:61])[CH2:53]1.[I-].[K+].P([O-])([O-])([O-])=O.[K+].[K+].[K+].[OH-].[Na+]. The catalyst is C(#N)C. The product is [CH3:58][CH:56]1[CH2:57][N:52]([CH2:51][CH2:50][NH:1][C@:2]23[CH2:45][CH2:44][C@@H:43]([C:46]([CH3:48])=[CH2:47])[C@@H:3]2[C@@H:4]2[C@@:17]([CH3:20])([CH2:18][CH2:19]3)[C@@:16]3([CH3:21])[C@@H:7]([C@:8]4([CH3:42])[C@@H:13]([CH2:14][CH2:15]3)[C:12]([CH3:22])([CH3:23])[C:11]([C:24]3[CH2:29][CH2:28][C@@:27]([CH2:40][F:41])([C:30]([OH:32])=[O:31])[CH2:26][CH:25]=3)=[CH:10][CH2:9]4)[CH2:6][CH2:5]2)[CH2:53][CH:54]([CH3:61])[S:55]1(=[O:60])=[O:59]. The yield is 0.330. (8) The reactants are [C:1]([Si:5]([CH3:27])([CH3:26])[O:6][CH2:7][C:8]1[CH:13]=[C:12](B2OC(C)(C)C(C)(C)O2)[CH:11]=[C:10]([N+:23]([O-:25])=[O:24])[CH:9]=1)([CH3:4])([CH3:3])[CH3:2].Br[C:29]1[S:33][C:32]([C@@:34]2([OH:46])[CH2:39][CH2:38][C@H:37]([C:40]([O:42][CH3:43])=[O:41])[C:36]([CH3:45])([CH3:44])[CH2:35]2)=[N:31][CH:30]=1.C(=O)([O-])[O-].[Cs+].[Cs+].C1(P(C2CCCCC2)C2C=CC=CC=2C2C(C(C)C)=CC(C(C)C)=CC=2C(C)C)CCCCC1. The catalyst is O1CCOCC1.O.C1C=CC(/C=C/C(/C=C/C2C=CC=CC=2)=O)=CC=1.C1C=CC(/C=C/C(/C=C/C2C=CC=CC=2)=O)=CC=1.C1C=CC(/C=C/C(/C=C/C2C=CC=CC=2)=O)=CC=1.[Pd].[Pd]. The product is [Si:5]([O:6][CH2:7][C:8]1[CH:13]=[C:12]([C:29]2[S:33][C:32]([C@@:34]3([OH:46])[CH2:39][CH2:38][C@H:37]([C:40]([O:42][CH3:43])=[O:41])[C:36]([CH3:44])([CH3:45])[CH2:35]3)=[N:31][CH:30]=2)[CH:11]=[C:10]([N+:23]([O-:25])=[O:24])[CH:9]=1)([C:1]([CH3:2])([CH3:3])[CH3:4])([CH3:26])[CH3:27]. The yield is 0.540. (9) The reactants are [C:1]([C:5]1[CH:14]=[CH:13][C:8]([C:9]([O:11][CH3:12])=[O:10])=[C:7]([OH:15])[CH:6]=1)([CH3:4])([CH3:3])[CH3:2].F[C:17]1[CH:22]=[CH:21][CH:20]=[C:19]([C:23]([F:26])([F:25])[F:24])[N:18]=1.C([O-])([O-])=O.[Cs+].[Cs+]. The catalyst is CN(C=O)C.O. The product is [C:1]([C:5]1[CH:14]=[CH:13][C:8]([C:9]([O:11][CH3:12])=[O:10])=[C:7]([O:15][C:17]2[CH:22]=[CH:21][CH:20]=[C:19]([C:23]([F:26])([F:25])[F:24])[N:18]=2)[CH:6]=1)([CH3:4])([CH3:2])[CH3:3]. The yield is 0.410.